This data is from Reaction yield outcomes from USPTO patents with 853,638 reactions. The task is: Predict the reaction yield, written as a fraction of the theoretical maximum amount of product (1.0 means a 100% yield; for example, 0.34 means a 34% yield). (1) The reactants are [H-].[H-].[H-].[H-].[Li+].[Al+3].C([O:9][C:10]([C:12]1[O:13][C:14]2[CH:20]=[C:19]([O:21][CH3:22])[CH:18]=[CH:17][C:15]=2[CH:16]=1)=O)C. The catalyst is CCOCC.O1CCOCC1.O=[Mn]=O. The product is [CH3:22][O:21][C:19]1[CH:18]=[CH:17][C:15]2[CH:16]=[C:12]([CH:10]=[O:9])[O:13][C:14]=2[CH:20]=1. The yield is 0.760. (2) The reactants are Cl.[Cl:2][C:3]1[CH:4]=[C:5]2[C:9](=[CH:10][CH:11]=1)[NH:8][CH:7]=[C:6]2[CH2:12][CH2:13][NH2:14].[N:15]1([C:20]2[CH:21]=[C:22]([N:26]3[CH2:30][CH2:29][CH:28]([C:31](O)=[O:32])[C:27]3=[O:34])[CH:23]=[CH:24][CH:25]=2)[CH:19]=[CH:18][CH:17]=[CH:16]1.N1(C2C=C(N3CCC(C(O)=O)C3=O)C=CC=2)C=CC=C1.C1CN([P+](ON2N=NC3C=CC=CC2=3)(N2CCCC2)N2CCCC2)CC1.F[P-](F)(F)(F)(F)F.C(N(CC)C(C)C)(C)C. The catalyst is CN(C=O)C. The product is [N:15]1([C:20]2[CH:21]=[C:22]([N:26]3[CH2:30][CH2:29][CH:28]([C:31]([NH:14][CH2:13][CH2:12][C:6]4[C:5]5[C:9](=[CH:10][CH:11]=[C:3]([Cl:2])[CH:4]=5)[NH:8][CH:7]=4)=[O:32])[C:27]3=[O:34])[CH:23]=[CH:24][CH:25]=2)[CH:19]=[CH:18][CH:17]=[CH:16]1. The yield is 0.300. (3) The reactants are [NH2:1][C:2]([NH2:4])=[S:3].[Br:5][CH2:6][C:7]1[CH:12]=[C:11]([F:13])[CH:10]=[CH:9][C:8]=1[S:14][C:15]1[CH:20]=[CH:19][C:18]([F:21])=[CH:17][C:16]=1[CH2:22]Br. The catalyst is C(O)C. The product is [BrH:5].[BrH:5].[C:2]([S:3][CH2:6][C:7]1[CH:12]=[C:11]([F:13])[CH:10]=[CH:9][C:8]=1[S:14][C:15]1[CH:20]=[CH:19][C:18]([F:21])=[CH:17][C:16]=1[CH2:22][S:3][C:2](=[NH:1])[NH2:4])(=[NH:4])[NH2:1]. The yield is 0.820. (4) The reactants are Br[C:2]1[S:6][C:5]([C:7]2[C:15]3[C:11](=[N:12][S:13][N:14]=3)[C:10]([C:16]3[S:17][C:18](Br)=[CH:19][CH:20]=3)=[CH:9][CH:8]=2)=[CH:4][CH:3]=1.[CH3:22][C@@H:23]([CH2:36][CH2:37][CH:38]=[C:39]([CH3:41])[CH3:40])[CH2:24][CH2:25][O:26][C:27]1[CH:32]=[CH:31][C:30](B(O)O)=[CH:29][CH:28]=1.[C:42](=[O:45])([O-])[O-].[Na+].[Na+]. The catalyst is C1C=CC([P]([Pd]([P](C2C=CC=CC=2)(C2C=CC=CC=2)C2C=CC=CC=2)([P](C2C=CC=CC=2)(C2C=CC=CC=2)C2C=CC=CC=2)[P](C2C=CC=CC=2)(C2C=CC=CC=2)C2C=CC=CC=2)(C2C=CC=CC=2)C2C=CC=CC=2)=CC=1.COCCOC. The product is [CH3:22][C@@H:23]([CH2:36][CH2:37][CH:38]=[C:39]([CH3:41])[CH3:40])[CH2:24][CH2:25][O:26][C:27]1[CH:32]=[CH:31][C:30]([C:2]2[S:6][C:5]([C:7]3[C:15]4[C:11](=[N:12][S:13][N:14]=4)[C:10]([C:16]4[S:17][C:18]([C:27]5[CH:32]=[CH:31][C:30]([O:45][CH2:42][CH2:40][C@@H:39]([CH3:41])[CH2:38][CH2:37][CH:36]=[C:23]([CH3:22])[CH3:24])=[CH:29][CH:28]=5)=[CH:19][CH:20]=4)=[CH:9][CH:8]=3)=[CH:4][CH:3]=2)=[CH:29][CH:28]=1. The yield is 0.650. (5) The reactants are [OH:1][C:2]1[CH:6]=[C:5]([C:7]([O:9][CH3:10])=[O:8])[N:4]([CH3:11])[N:3]=1.Br[CH2:13][CH2:14][O:15][CH3:16].C(=O)([O-])[O-].[K+].[K+]. The catalyst is CN(C)C=O. The product is [CH3:16][O:15][CH2:14][CH2:13][O:1][C:2]1[CH:6]=[C:5]([C:7]([O:9][CH3:10])=[O:8])[N:4]([CH3:11])[N:3]=1. The yield is 0.940. (6) The reactants are [N+:1]([C:4]1[CH:13]=[C:12]2[C:7]([CH2:8][CH2:9][CH2:10][C:11]2=O)=[CH:6][CH:5]=1)([O-:3])=[O:2].[NH2:15][OH:16]. The catalyst is N1C=CC=CC=1. The product is [N+:1]([C:4]1[CH:13]=[C:12]2[C:7]([CH2:8][CH2:9][CH2:10][C:11]2=[N:15][OH:16])=[CH:6][CH:5]=1)([O-:3])=[O:2]. The yield is 0.880.